Binary Classification. Given a drug SMILES string, predict its activity (active/inactive) in a high-throughput screening assay against a specified biological target. From a dataset of Tyrosyl-DNA phosphodiesterase HTS with 341,365 compounds. The compound is Clc1ccc(SCCOCCN2CCc3c(C2)cccc3)cc1. The result is 0 (inactive).